Dataset: Reaction yield outcomes from USPTO patents with 853,638 reactions. Task: Predict the reaction yield, written as a fraction of the theoretical maximum amount of product (1.0 means a 100% yield; for example, 0.34 means a 34% yield). (1) The reactants are [C:1]1([SH:7])[CH:6]=[CH:5][CH:4]=[CH:3][CH:2]=1.C(=O)([O-])[O-].[K+].[K+].F[C:15]1[CH:20]=[CH:19][C:18]([F:21])=[CH:17][C:16]=1[N+:22]([O-:24])=[O:23].O. The catalyst is C(#N)C.C(Cl)Cl. The product is [F:21][C:18]1[CH:19]=[CH:20][C:15]([S:7][C:1]2[CH:6]=[CH:5][CH:4]=[CH:3][CH:2]=2)=[C:16]([N+:22]([O-:24])=[O:23])[CH:17]=1. The yield is 0.990. (2) The yield is 0.990. The reactants are [F:1][C:2]1[CH:3]=[CH:4][CH:5]=[C:6]2[C:10]=1[NH:9][CH:8]=[C:7]2[CH2:11]N(C)C.[CH2:15]([O:17][C:18](=[O:28])[CH:19]([NH:25][CH:26]=[O:27])[C:20]([O:22][CH2:23][CH3:24])=[O:21])[CH3:16].[OH-].[Na+]. The catalyst is C1(C)C=CC=CC=1. The product is [CH2:23]([O:22][C:20](=[O:21])[C:19]([CH2:11][C:7]1[C:6]2[C:10](=[C:2]([F:1])[CH:3]=[CH:4][CH:5]=2)[NH:9][CH:8]=1)([NH:25][CH:26]=[O:27])[C:18]([O:17][CH2:15][CH3:16])=[O:28])[CH3:24]. (3) The reactants are Br[CH2:2][C:3]1[CH:8]=[C:7]([CH3:9])[CH:6]=[C:5]([CH:10]([O:13][CH3:14])[O:11][CH3:12])[CH:4]=1.[C-:15]#[N:16].[Na+]. The catalyst is CO. The product is [CH3:12][O:11][CH:10]([O:13][CH3:14])[C:5]1[CH:4]=[C:3]([CH2:2][C:15]#[N:16])[CH:8]=[C:7]([CH3:9])[CH:6]=1. The yield is 0.520. (4) The reactants are [NH2:1][C:2]1[CH:7]=[CH:6][C:5]([C@@H:8]2[CH2:10][C@H:9]2[C:11]([OH:13])=[O:12])=[CH:4][CH:3]=1.Br[CH2:15][C:16]1[CH:17]=[C:18]([C:22]([C:24]2[CH:29]=[CH:28][CH:27]=[CH:26][CH:25]=2)=[O:23])[CH:19]=[CH:20][CH:21]=1.C(C1C=C(C=CC=1)CNC1C=CC(CCC(O)=O)=CC=1)(=O)C1C=CC=CC=1. No catalyst specified. The product is [C:22]([C:18]1[CH:17]=[C:16]([CH:21]=[CH:20][CH:19]=1)[CH2:15][NH:1][C:2]1[CH:3]=[CH:4][C:5]([C@@H:8]2[CH2:10][C@H:9]2[C:11]([OH:13])=[O:12])=[CH:6][CH:7]=1)(=[O:23])[C:24]1[CH:25]=[CH:26][CH:27]=[CH:28][CH:29]=1. The yield is 0.390. (5) The reactants are C(Cl)(=O)C(Cl)=O.CS(C)=O.[CH3:11][O:12][C:13]1[C:26]2[C:17](=[C:18]3[C:23](=[CH:24][C:25]=2[O:27][CH2:28][CH2:29][O:30][CH3:31])[CH:22]=[CH:21][CH:20]=[N:19]3)[N:16]=[C:15]([CH2:32][OH:33])[CH:14]=1.C(N(CC)CC)C. The catalyst is C(Cl)Cl. The product is [CH3:11][O:12][C:13]1[C:26]2[C:17](=[C:18]3[C:23](=[CH:24][C:25]=2[O:27][CH2:28][CH2:29][O:30][CH3:31])[CH:22]=[CH:21][CH:20]=[N:19]3)[N:16]=[C:15]([CH:32]=[O:33])[CH:14]=1. The yield is 0.970. (6) The reactants are C[O:2][C:3](=O)[C:4]1[CH:9]=[CH:8][CH:7]=[C:6]([CH2:10][N:11]([C:13]([O:15][C:16]([CH3:19])([CH3:18])[CH3:17])=[O:14])[CH3:12])[CH:5]=1.[H-].[Al+3].[Li+].[H-].[H-].[H-]. The catalyst is O1CCCC1. The product is [C:16]([O:15][C:13](=[O:14])[N:11]([CH2:10][C:6]1[CH:7]=[CH:8][CH:9]=[C:4]([CH2:3][OH:2])[CH:5]=1)[CH3:12])([CH3:19])([CH3:17])[CH3:18]. The yield is 0.930. (7) The product is [CH2:44]([O:46][C:47](=[O:52])[CH2:48][CH2:49][CH2:50][N:16]1[CH2:17][CH2:18][CH2:19][C@H:15]1[CH2:14][O:13][C:12]1[CH:20]=[CH:21][C:9]([O:8][C:5]2[CH:4]=[CH:3][C:2]([CH3:22])=[CH:7][CH:6]=2)=[CH:10][CH:11]=1)[CH3:45]. The catalyst is CN(C)C=O. The yield is 0.700. The reactants are Cl.[C:2]1([CH3:22])[CH:7]=[CH:6][C:5]([O:8][C:9]2[CH:21]=[CH:20][C:12]([O:13][CH2:14][C@@H:15]3[CH2:19][CH2:18][CH2:17][NH:16]3)=[CH:11][CH:10]=2)=[CH:4][CH:3]=1.[C:2]1([CH3:22])[CH:3]=[CH:4][C:5]([O:8][C:9]2[CH:21]=[CH:20][C:12]([O:13][CH2:14][C@@H:15]3[CH2:19][CH2:18][CH2:17][NH:16]3)=[CH:11][CH:10]=2)=[CH:6][CH:7]=1.[CH2:44]([O:46][C:47](=[O:52])[CH2:48][CH2:49][CH2:50]Br)[CH3:45].C(=O)([O-])[O-].[K+].[K+]. (8) The catalyst is C1COCC1.[Cl-].[Cl-].[Zn+2].C1C=CC([P]([Pd]([P](C2C=CC=CC=2)(C2C=CC=CC=2)C2C=CC=CC=2)([P](C2C=CC=CC=2)(C2C=CC=CC=2)C2C=CC=CC=2)[P](C2C=CC=CC=2)(C2C=CC=CC=2)C2C=CC=CC=2)(C2C=CC=CC=2)C2C=CC=CC=2)=CC=1. The yield is 0.540. The product is [Cl:1][C:2]1[CH:7]=[CH:6][N:5]=[C:4]2[CH:8]=[C:9]([C:17]3[N:22]=[CH:21][C:20]([CH2:23][N:24]([CH2:28][CH2:29][O:30][CH3:31])[C:25](=[O:27])[CH3:26])=[CH:19][CH:18]=3)[S:10][C:3]=12. The reactants are [Cl:1][C:2]1[CH:7]=[CH:6][N:5]=[C:4]2[CH:8]=[CH:9][S:10][C:3]=12.[Li]CCCC.Br[C:17]1[N:22]=[CH:21][C:20]([CH2:23][N:24]([CH2:28][CH2:29][O:30][CH3:31])[C:25](=[O:27])[CH3:26])=[CH:19][CH:18]=1.[NH4+].[Cl-].